From a dataset of Reaction yield outcomes from USPTO patents with 853,638 reactions. Predict the reaction yield, written as a fraction of the theoretical maximum amount of product (1.0 means a 100% yield; for example, 0.34 means a 34% yield). (1) The reactants are [NH2:1][C:2]1[C:10]([Cl:11])=[CH:9][CH:8]=[CH:7][C:3]=1[C:4]([OH:6])=O.N1[CH:16]=[CH:15]N=C1.C(Cl)(=O)C.Cl.[NH2:22][CH:23]1[CH2:28][CH2:27][C:26](=[O:29])[NH:25][C:24]1=[O:30].P(OC1C=CC=CC=1)(OC1C=CC=CC=1)OC1C=CC=CC=1. The catalyst is C(#N)C.CO.O. The product is [Cl:11][C:10]1[CH:9]=[CH:8][CH:7]=[C:3]2[C:2]=1[N:1]=[C:15]([CH3:16])[N:22]([CH:23]1[CH2:28][CH2:27][C:26](=[O:29])[NH:25][C:24]1=[O:30])[C:4]2=[O:6]. The yield is 0.380. (2) The reactants are [F:1][C:2]1[C:3]([N+:12]([O-:14])=[O:13])=[C:4]([CH2:8][C:9]([OH:11])=O)[CH:5]=[CH:6][CH:7]=1.[CH2:15]([N:22]1[CH2:27][CH2:26][CH:25]([NH2:28])[CH2:24][CH2:23]1)[C:16]1[CH:21]=[CH:20][CH:19]=[CH:18][CH:17]=1. The catalyst is O1CCCC1. The product is [CH2:15]([N:22]1[CH2:27][CH2:26][CH:25]([NH:28][C:9](=[O:11])[CH2:8][C:4]2[CH:5]=[CH:6][CH:7]=[C:2]([F:1])[C:3]=2[N+:12]([O-:14])=[O:13])[CH2:24][CH2:23]1)[C:16]1[CH:17]=[CH:18][CH:19]=[CH:20][CH:21]=1. The yield is 0.990. (3) The reactants are [N:1]1([CH2:8][CH2:9][O:10][C:11]2[CH:38]=[CH:37][C:14]([C:15]([C:17]3[C:26]4[C:21](=[CH:22][C:23]([O:27][CH3:28])=[CH:24][CH:25]=4)[CH:20]=[CH:19][C:18]=3OS(C(F)(F)F)(=O)=O)=[O:16])=[CH:13][CH:12]=2)[CH2:7][CH2:6][CH2:5][CH2:4][CH2:3][CH2:2]1.[F:39][C:40]1[CH:45]=[C:44]([F:46])[CH:43]=[CH:42][C:41]=1B(O)O.N1(CCOC2C=CC(C=O)=CC=2)CCCCC1. No catalyst specified. The product is [N:1]1([CH2:8][CH2:9][O:10][C:11]2[CH:12]=[CH:13][C:14]([C:15]([C:17]3[C:26]4[C:21](=[CH:22][C:23]([O:27][CH3:28])=[CH:24][CH:25]=4)[CH:20]=[CH:19][C:18]=3[C:41]3[CH:42]=[CH:43][C:44]([F:46])=[CH:45][C:40]=3[F:39])=[O:16])=[CH:37][CH:38]=2)[CH2:7][CH2:6][CH2:5][CH2:4][CH2:3][CH2:2]1. The yield is 0.850. (4) The reactants are [Cl:1][C:2]1[N:3]=[C:4]2[C:9](=[CH:10][CH:11]=1)[N:8]=[CH:7][C:6]([C:12](=[O:14])[CH3:13])=[C:5]2[NH:15][C@H:16]1[CH2:21][CH2:20][C@H:19]([CH2:22][N:23]([CH3:25])[CH3:24])[CH2:18][CH2:17]1.[Cl:26][C:27]1[CH:28]=[C:29](B(O)O)[CH:30]=[C:31]([Cl:35])[C:32]=1[O:33][CH3:34].C1(N)C(F)=C(F)C(F)=C(N)C=1F.Cl.Cl. No catalyst specified. The product is [ClH:1].[ClH:26].[Cl:26][C:27]1[CH:28]=[C:29]([C:2]2[N:3]=[C:4]3[C:9](=[CH:10][CH:11]=2)[N:8]=[CH:7][C:6]([C:12](=[O:14])[CH3:13])=[C:5]3[NH:15][C@H:16]2[CH2:21][CH2:20][C@H:19]([CH2:22][N:23]([CH3:25])[CH3:24])[CH2:18][CH2:17]2)[CH:30]=[C:31]([Cl:35])[C:32]=1[O:33][CH3:34]. The yield is 0.660.